This data is from Full USPTO retrosynthesis dataset with 1.9M reactions from patents (1976-2016). The task is: Predict the reactants needed to synthesize the given product. Given the product [CH3:1][CH:2]([CH2:8][C:9]1[CH:10]=[N:11][CH:12]=[CH:13][CH:14]=1)[CH2:3][OH:4], predict the reactants needed to synthesize it. The reactants are: [CH3:1][CH:2]([CH2:8][C:9]1[CH:10]=[N:11][CH:12]=[CH:13][CH:14]=1)[C:3](OCC)=[O:4].[H-].[Al+3].[Li+].[H-].[H-].[H-].